From a dataset of Forward reaction prediction with 1.9M reactions from USPTO patents (1976-2016). Predict the product of the given reaction. (1) Given the reactants [Cl:1][C:2]1[CH:7]=[CH:6][C:5]([OH:8])=[C:4]([N+:9]([O-:11])=[O:10])[CH:3]=1.C([O-])([O-])=O.[K+].[K+].[CH2:18]([O:20][C:21](=[O:29])[CH:22](Br)[C:23]([O:25][CH2:26][CH3:27])=[O:24])[CH3:19], predict the reaction product. The product is: [CH2:18]([O:20][C:21](=[O:29])[CH:22]([O:8][C:5]1[CH:6]=[CH:7][C:2]([Cl:1])=[CH:3][C:4]=1[N+:9]([O-:11])=[O:10])[C:23]([O:25][CH2:26][CH3:27])=[O:24])[CH3:19]. (2) Given the reactants [CH3:1][O:2][C:3]1[CH:4]=[C:5]([CH2:13][C:14]([O:16][CH3:17])=[O:15])[CH:6]=[C:7]([C:9]([F:12])([F:11])[F:10])[CH:8]=1.[CH2:18]([Li])CCC.IC, predict the reaction product. The product is: [CH3:1][O:2][C:3]1[CH:4]=[C:5]([CH:13]([CH3:18])[C:14]([O:16][CH3:17])=[O:15])[CH:6]=[C:7]([C:9]([F:11])([F:10])[F:12])[CH:8]=1. (3) Given the reactants [F:1][CH:2]([F:10])[C:3]1[CH:7]=[C:6]([NH2:8])[N:5]([CH3:9])[N:4]=1.Cl[C:12]([O:14][C:15]1[CH:20]=[CH:19][CH:18]=[CH:17][CH:16]=1)=[O:13].N1C=CC=CC=1.Cl, predict the reaction product. The product is: [F:1][CH:2]([F:10])[C:3]1[CH:7]=[C:6]([NH:8][C:12](=[O:13])[O:14][C:15]2[CH:20]=[CH:19][CH:18]=[CH:17][CH:16]=2)[N:5]([CH3:9])[N:4]=1. (4) Given the reactants [NH:1]1[CH:5]=[CH:4][N:3]=[N:2]1.CC(C)([O-])C.[K+].CS(O[CH2:17][C:18]1[N:27]([S:28]([C:31]2[CH:36]=[CH:35][CH:34]=[CH:33][CH:32]=2)(=[O:30])=[O:29])[C:21]2=[N:22][CH:23]=[CH:24][C:25]([Br:26])=[C:20]2[CH:19]=1)(=O)=O.C(=O)(O)[O-].[Na+], predict the reaction product. The product is: [Br:26][C:25]1[CH:24]=[CH:23][N:22]=[C:21]2[N:27]([S:28]([C:31]3[CH:32]=[CH:33][CH:34]=[CH:35][CH:36]=3)(=[O:30])=[O:29])[C:18]([CH2:17][N:1]3[CH:5]=[CH:4][N:3]=[N:2]3)=[CH:19][C:20]=12. (5) Given the reactants [CH:1](=[O:8])[C:2]1[CH:7]=[CH:6][CH:5]=[CH:4][CH:3]=1.[CH2:9]([Li])[CH2:10]CC, predict the reaction product. The product is: [OH:8][C:1]1[C:2]2[C:7](=[CH:6][CH:5]=[CH:4][CH:3]=2)[CH2:10][CH:9]=1.